Task: Predict the product of the given reaction.. Dataset: Forward reaction prediction with 1.9M reactions from USPTO patents (1976-2016) (1) The product is: [CH2:9]([O:16][N:17]([C:4]([Cl:5])=[O:3])[C@H:18]1[CH2:23][N:22]([C:24]([O:26][C:27]([CH3:30])([CH3:29])[CH3:28])=[O:25])[C@H:21]([C:31]2[N:35]=[CH:34][O:33][N:32]=2)[CH2:20][CH2:19]1)[C:10]1[CH:15]=[CH:14][CH:13]=[CH:12][CH:11]=1. Given the reactants O=C(Cl)[O:3][C:4](Cl)(Cl)[Cl:5].[CH2:9]([O:16][NH:17][C@H:18]1[CH2:23][N:22]([C:24]([O:26][C:27]([CH3:30])([CH3:29])[CH3:28])=[O:25])[C@H:21]([C:31]2[N:35]=[CH:34][O:33][N:32]=2)[CH2:20][CH2:19]1)[C:10]1[CH:15]=[CH:14][CH:13]=[CH:12][CH:11]=1, predict the reaction product. (2) Given the reactants [Cl:1][C:2]1[C:11]2[C:6](=[CH:7][CH:8]=[CH:9][C:10]=2[O:12][CH:13]2[CH2:18][CH2:17][N:16]([CH3:19])[CH2:15][CH2:14]2)[N:5]=[CH:4][N:3]=1.[Cl:20][C:21]1[CH:22]=[C:23]([CH:25]=[CH:26][C:27]=1[O:28][C:29]1[CH:34]=[CH:33][CH:32]=[C:31]([F:35])[CH:30]=1)[NH2:24], predict the reaction product. The product is: [ClH:1].[Cl:20][C:21]1[CH:22]=[C:23]([CH:25]=[CH:26][C:27]=1[O:28][C:29]1[CH:34]=[CH:33][CH:32]=[C:31]([F:35])[CH:30]=1)[NH:24][C:2]1[C:11]2[C:6](=[CH:7][CH:8]=[CH:9][C:10]=2[O:12][CH:13]2[CH2:18][CH2:17][N:16]([CH3:19])[CH2:15][CH2:14]2)[N:5]=[CH:4][N:3]=1. (3) Given the reactants [Si:1]([O:8][C:9]1[CH:10]=[CH:11][C:12]2[CH:18]([CH2:19][CH2:20][Se]C3C=CC=CC=3[N+]([O-])=O)[CH:17]([C:31]3[CH:36]=[CH:35][C:34]([O:37][Si:38]([C:41]([CH3:44])([CH3:43])[CH3:42])([CH3:40])[CH3:39])=[CH:33][CH:32]=3)[CH2:16][CH2:15][CH2:14][C:13]=2[CH:45]=1)([C:4]([CH3:7])([CH3:6])[CH3:5])([CH3:3])[CH3:2].C(=O)([O-])[O-].[Ca+2].ClC1C=CC=C(C(OO)=O)C=1, predict the reaction product. The product is: [Si:1]([O:8][C:9]1[CH:10]=[CH:11][C:12]2[CH:18]([CH:19]=[CH2:20])[CH:17]([C:31]3[CH:32]=[CH:33][C:34]([O:37][Si:38]([C:41]([CH3:44])([CH3:43])[CH3:42])([CH3:40])[CH3:39])=[CH:35][CH:36]=3)[CH2:16][CH2:15][CH2:14][C:13]=2[CH:45]=1)([C:4]([CH3:7])([CH3:6])[CH3:5])([CH3:3])[CH3:2]. (4) Given the reactants [OH:1][C:2]1[CH:3]=[C:4]([CH2:9][C@H:10]([NH:27]C(OC(C)(C)C)=O)[C:11]([O:13][C@H:14]([CH3:26])[C@H:15]([O:17][C:18]([C:20]2[CH:25]=[CH:24][CH:23]=[CH:22][CH:21]=2)=[O:19])[CH3:16])=[O:12])[CH:5]=[CH:6][C:7]=1[OH:8].[ClH:35], predict the reaction product. The product is: [ClH:35].[NH2:27][C@@H:10]([CH2:9][C:4]1[CH:5]=[CH:6][C:7]([OH:8])=[C:2]([OH:1])[CH:3]=1)[C:11]([O:13][C@H:14]([CH3:26])[C@H:15]([O:17][C:18]([C:20]1[CH:25]=[CH:24][CH:23]=[CH:22][CH:21]=1)=[O:19])[CH3:16])=[O:12].